From a dataset of Catalyst prediction with 721,799 reactions and 888 catalyst types from USPTO. Predict which catalyst facilitates the given reaction. (1) Reactant: [F:1][C:2]1[CH:9]=[CH:8][CH:7]=[C:6](F)[C:3]=1[C:4]#[N:5].[NH3:11]. Product: [NH2:11][C:6]1[CH:7]=[CH:8][CH:9]=[C:2]([F:1])[C:3]=1[C:4]#[N:5]. The catalyst class is: 8. (2) Reactant: Br[C:2]1([CH2:13][C:14]2[CH:19]=[CH:18][CH:17]=[C:16]([Cl:20])[CH:15]=2)[C:10]2[C:5](=[CH:6][C:7]([Cl:11])=[CH:8][CH:9]=2)[NH:4][C:3]1=[O:12].[Cl:21][C:22]1[CH:30]=[CH:29][C:25]([C:26]([OH:28])=[O:27])=[C:24]([NH:31][CH3:32])[CH:23]=1.C([O-])([O-])=O.[K+].[K+].O. Product: [Cl:21][C:22]1[CH:30]=[CH:29][C:25]([C:26]([OH:28])=[O:27])=[C:24]([N:31]([C:2]2([CH2:13][C:14]3[CH:19]=[CH:18][CH:17]=[C:16]([Cl:20])[CH:15]=3)[C:10]3[C:5](=[CH:6][C:7]([Cl:11])=[CH:8][CH:9]=3)[NH:4][C:3]2=[O:12])[CH3:32])[CH:23]=1. The catalyst class is: 16. (3) Reactant: Cl.[CH2:2]([C:4]1[S:24][C:7]2[N:8]=[C:9]([S:18][CH2:19][C:20]([O:22][CH3:23])=[O:21])[N:10]=[C:11]([N:12]3[CH2:17][CH2:16][NH:15][CH2:14][CH2:13]3)[C:6]=2[CH:5]=1)[CH3:3].C(N(C(C)C)CC)(C)C.[C:34](Cl)(=[O:41])[C:35]1[CH:40]=[CH:39][CH:38]=[CH:37][CH:36]=1. Product: [C:34]([N:15]1[CH2:16][CH2:17][N:12]([C:11]2[C:6]3[CH:5]=[C:4]([CH2:2][CH3:3])[S:24][C:7]=3[N:8]=[C:9]([S:18][CH2:19][C:20]([O:22][CH3:23])=[O:21])[N:10]=2)[CH2:13][CH2:14]1)(=[O:41])[C:35]1[CH:40]=[CH:39][CH:38]=[CH:37][CH:36]=1. The catalyst class is: 60.